This data is from Reaction yield outcomes from USPTO patents with 853,638 reactions. The task is: Predict the reaction yield, written as a fraction of the theoretical maximum amount of product (1.0 means a 100% yield; for example, 0.34 means a 34% yield). (1) The catalyst is C1COCC1. The reactants are [CH2:1]([C:13]1[CH:17]=[CH:16][S:15][CH:14]=1)[CH2:2][CH2:3][CH2:4][CH2:5][CH2:6][CH2:7][CH2:8][CH2:9][CH2:10][CH2:11][CH3:12].[Li+].CC([N-]C(C)C)C.[CH3:26][Sn:27](Cl)([CH3:29])[CH3:28]. The yield is 0.900. The product is [CH3:26][Sn:27]([CH3:29])([CH3:28])[C:16]1[S:15][CH:14]=[C:13]([CH2:1][CH2:2][CH2:3][CH2:4][CH2:5][CH2:6][CH2:7][CH2:8][CH2:9][CH2:10][CH2:11][CH3:12])[CH:17]=1. (2) The reactants are [C:1]([OH:7])(=[O:6])[CH2:2][CH2:3][CH:4]=C.CSC.[C:11]([NH:18][NH2:19])([O:13][C:14]([CH3:17])([CH3:16])[CH3:15])=[O:12]. The catalyst is C(Cl)Cl. The product is [C:11]([NH:18][N:19]=[CH:4][CH2:3][CH2:2][C:1]([OH:7])=[O:6])([O:13][C:14]([CH3:17])([CH3:16])[CH3:15])=[O:12]. The yield is 0.630. (3) The reactants are [CH:1]1[C:11]2[CH2:10][CH2:9][C:8]3[CH:12]=[CH:13][CH:14]=[CH:15][C:7]=3[C:6](=[CH:16][C:17]3[CH:22]=[CH:21][CH:20]=[CH:19][C:18]=3B(O)O)[C:5]=2[CH:4]=[CH:3][CH:2]=1.Br[C:27]1[C:28]([CH3:33])=[N:29][O:30][C:31]=1[CH3:32]. No catalyst specified. The product is [CH:1]1[C:11]2[CH2:10][CH2:9][C:8]3[CH:12]=[CH:13][CH:14]=[CH:15][C:7]=3[C:6](=[CH:16][C:17]3[CH:22]=[CH:21][CH:20]=[CH:19][C:18]=3[C:27]3[C:28]([CH3:33])=[N:29][O:30][C:31]=3[CH3:32])[C:5]=2[CH:4]=[CH:3][CH:2]=1. The yield is 0.0200.